This data is from NCI-60 drug combinations with 297,098 pairs across 59 cell lines. The task is: Regression. Given two drug SMILES strings and cell line genomic features, predict the synergy score measuring deviation from expected non-interaction effect. Drug 1: C1C(C(OC1N2C=C(C(=O)NC2=O)F)CO)O. Drug 2: CCC1(CC2CC(C3=C(CCN(C2)C1)C4=CC=CC=C4N3)(C5=C(C=C6C(=C5)C78CCN9C7C(C=CC9)(C(C(C8N6C)(C(=O)OC)O)OC(=O)C)CC)OC)C(=O)OC)O.OS(=O)(=O)O. Cell line: OVCAR3. Synergy scores: CSS=21.1, Synergy_ZIP=-1.97, Synergy_Bliss=1.60, Synergy_Loewe=-7.20, Synergy_HSA=0.720.